Dataset: Catalyst prediction with 721,799 reactions and 888 catalyst types from USPTO. Task: Predict which catalyst facilitates the given reaction. (1) The catalyst class is: 14. Reactant: C(OC([N:8]1[CH2:13][CH2:12][C:11](=O)[CH2:10][CH2:9]1)=O)(C)(C)C.[CH2:15]([NH2:22])[C:16]1[CH:21]=[CH:20][CH:19]=[CH:18][CH:17]=1.[N+]([CH:26]=[CH:27][C:28]1[CH:33]=[CH:32][C:31]([OH:34])=[CH:30][CH:29]=1)([O-])=O. Product: [CH2:15]([N:22]1[C:11]2[CH2:10][CH2:9][NH:8][CH2:13][C:12]=2[C:27]([C:28]2[CH:33]=[CH:32][C:31]([OH:34])=[CH:30][CH:29]=2)=[CH:26]1)[C:16]1[CH:21]=[CH:20][CH:19]=[CH:18][CH:17]=1. (2) Reactant: [NH:1]1[CH2:5][CH2:4][C@H:3]([OH:6])[CH2:2]1.[C:7]([O:11][C:12]([N:14]1[CH2:17][CH:16]([C:18](O)=[O:19])[CH2:15]1)=[O:13])([CH3:10])([CH3:9])[CH3:8].Cl.CN(C)CCCN=C=NCC. Product: [C:7]([O:11][C:12]([N:14]1[CH2:17][CH:16]([C:18]([N:1]2[CH2:5][CH2:4][C@H:3]([OH:6])[CH2:2]2)=[O:19])[CH2:15]1)=[O:13])([CH3:10])([CH3:9])[CH3:8]. The catalyst class is: 4. (3) Reactant: [N:1]1[CH:2]=[CH:3][N:4]2[CH:9]=[C:8]([C:10]([NH:12][CH2:13][C:14]3[CH:19]=[CH:18][C:17]([S:20](Cl)(=[O:22])=[O:21])=[CH:16][CH:15]=3)=[O:11])[CH:7]=[CH:6][C:5]=12.[C:24]([O:28][C:29](=[O:40])[NH:30][CH:31]1[CH2:34][C:33]2([CH2:39][CH2:38][NH:37][CH2:36][CH2:35]2)[CH2:32]1)([CH3:27])([CH3:26])[CH3:25].C(N(CC)CC)C. Product: [C:24]([O:28][C:29](=[O:40])[NH:30][CH:31]1[CH2:34][C:33]2([CH2:39][CH2:38][N:37]([S:20]([C:17]3[CH:18]=[CH:19][C:14]([CH2:13][NH:12][C:10]([C:8]4[CH:7]=[CH:6][C:5]5[N:4]([CH:3]=[CH:2][N:1]=5)[CH:9]=4)=[O:11])=[CH:15][CH:16]=3)(=[O:22])=[O:21])[CH2:36][CH2:35]2)[CH2:32]1)([CH3:27])([CH3:25])[CH3:26]. The catalyst class is: 2. (4) Reactant: [CH3:1][C:2]1([CH3:19])[CH2:6][C:5]2[CH:7]=[C:8]([N:14]3[CH:18]=[N:17][N:16]=[N:15]3)[CH:9]=[C:10]([C:11](O)=[O:12])[C:4]=2[O:3]1.CN1CCOCC1.C(OC(Cl)=O)C(C)C.[BH4-].[Na+]. The catalyst class is: 132. Product: [CH3:1][C:2]1([CH3:19])[CH2:6][C:5]2[CH:7]=[C:8]([N:14]3[CH:18]=[N:17][N:16]=[N:15]3)[CH:9]=[C:10]([CH2:11][OH:12])[C:4]=2[O:3]1.